From a dataset of Forward reaction prediction with 1.9M reactions from USPTO patents (1976-2016). Predict the product of the given reaction. (1) Given the reactants [Cl-].C[Al+]C.[C:5](#[N:7])[CH3:6].[CH:8]1([NH2:14])[CH2:13][CH2:12][CH2:11][CH2:10][CH2:9]1.C([C:17](CC)([C:21]([O-])=[O:22])[C:18]([O-])=[O:19])C.C[O-].[Na+].Cl, predict the reaction product. The product is: [CH:8]1([N:14]2[C:18](=[O:19])[CH:17]=[C:21]([OH:22])[N:7]=[C:5]2[CH3:6])[CH2:13][CH2:12][CH2:11][CH2:10][CH2:9]1. (2) Given the reactants [Cl:1][C:2]1[C:7]([C:8]2(O)[CH2:13][CH2:12][O:11][CH2:10][CH2:9]2)=[CH:6][CH:5]=[CH:4][N:3]=1.C(Cl)Cl.CCN(S(F)(F)[F:24])CC, predict the reaction product. The product is: [Cl:1][C:2]1[C:7]([C:8]2([F:24])[CH2:13][CH2:12][O:11][CH2:10][CH2:9]2)=[CH:6][CH:5]=[CH:4][N:3]=1. (3) Given the reactants [CH3:1][O:2][C:3]1[CH:8]=[C:7]([CH2:9][N:10]2[CH2:15][CH2:14][CH2:13][CH2:12][CH2:11]2)[CH:6]=[CH:5][C:4]=1[OH:16].C([O-])([O-])=O.[Cs+].[Cs+].Br[CH2:24][CH2:25][CH2:26][CH2:27][CH2:28][O:29][C:30]1[C:39]2[C:34](=[CH:35][C:36]([Cl:40])=[CH:37][CH:38]=2)[N:33]=[CH:32][CH:31]=1, predict the reaction product. The product is: [CH3:1][O:2][C:3]1[CH:8]=[C:7]([CH2:9][N:10]2[CH2:15][CH2:14][CH2:13][CH2:12][CH2:11]2)[CH:6]=[CH:5][C:4]=1[O:16][CH2:24][CH2:25][CH2:26][CH2:27][CH2:28][O:29][C:30]1[C:39]2[C:34](=[CH:35][C:36]([Cl:40])=[CH:37][CH:38]=2)[N:33]=[CH:32][CH:31]=1. (4) Given the reactants C([O:8][C:9]([C@@H:11]1[C@H:15]([CH3:16])[CH2:14][CH2:13][N:12]1[C@H](C1C=CC=CC=1)C)=[O:10])C1C=CC=CC=1.[CH3:37][C:36]([O:35][C:33](O[C:33]([O:35][C:36]([CH3:39])([CH3:38])[CH3:37])=[O:34])=[O:34])([CH3:39])[CH3:38], predict the reaction product. The product is: [C:36]([O:35][C:33]([N:12]1[CH2:13][CH2:14][C@@H:15]([CH3:16])[C@H:11]1[C:9]([OH:10])=[O:8])=[O:34])([CH3:37])([CH3:38])[CH3:39]. (5) Given the reactants [NH2:1][C:2]1[CH:24]=[CH:23][C:5]2[CH2:6][CH:7]([CH3:22])[N:8]([C:18]([NH:20][CH3:21])=[O:19])[N:9]=[C:10]([C:11]3[CH:16]=[CH:15][C:14]([Cl:17])=[CH:13][CH:12]=3)[C:4]=2[CH:3]=1.[N:25]([O-])=O.[Na+].[Sn](Cl)Cl.[CH3:32][C:33](=O)[CH2:34][C:35](=O)[CH3:36].[OH-].[Na+], predict the reaction product. The product is: [Cl:17][C:14]1[CH:13]=[CH:12][C:11]([C:10]2[C:4]3[CH:3]=[C:2]([N:1]4[C:33]([CH3:32])=[CH:34][C:35]([CH3:36])=[N:25]4)[CH:24]=[CH:23][C:5]=3[CH2:6][CH:7]([CH3:22])[N:8]([C:18]([NH:20][CH3:21])=[O:19])[N:9]=2)=[CH:16][CH:15]=1. (6) Given the reactants [OH:1][C:2]1[CH:3]=[C:4]2[C:9](=[C:10]([CH3:12])[CH:11]=1)[O:8][CH:7]([C:13]([F:16])([F:15])[F:14])[C:6]([C:17]([O:19][CH2:20][CH3:21])=[O:18])=[CH:5]2.[C:22]([O-])([O-])=O.[K+].[K+].IC, predict the reaction product. The product is: [CH3:22][O:1][C:2]1[CH:3]=[C:4]2[C:9](=[C:10]([CH3:12])[CH:11]=1)[O:8][CH:7]([C:13]([F:16])([F:14])[F:15])[C:6]([C:17]([O:19][CH2:20][CH3:21])=[O:18])=[CH:5]2. (7) Given the reactants [O:1]=[C:2]1[CH2:7][CH2:6][N:5]([C:8]([O:10][C:11]([CH3:14])([CH3:13])[CH3:12])=[O:9])[CH2:4][CH2:3]1.C([N-]C(C)C)(C)C.[Li+].[F:23][C:24]([F:45])([F:44])[S:25](ON(O[S:25]([C:24]([F:45])([F:44])[F:23])(=[O:27])=[O:26])C1C=CC=CC=1)(=[O:27])=[O:26], predict the reaction product. The product is: [F:23][C:24]([F:45])([F:44])[S:25]([O:1][C:2]1[CH2:3][CH2:4][N:5]([C:8]([O:10][C:11]([CH3:14])([CH3:13])[CH3:12])=[O:9])[CH2:6][CH:7]=1)(=[O:27])=[O:26]. (8) Given the reactants [Cr](O[Cr]([O-])(=O)=O)([O-])(=O)=O.[K+].[K+].[OH:12][CH2:13][C:14]1[C:18]2[CH:19]=[C:20]([N:23]3[C:28](=[O:29])[CH:27]=[C:26]([C:30]([F:33])([F:32])[F:31])[N:25]([CH3:34])[C:24]3=[O:35])[CH:21]=[CH:22][C:17]=2[S:16][N:15]=1.CN1C(C(F)(F)F)=CC(=[O:47])N(C2C=CC3SN=C(C=O)C=3C=2)C1=O, predict the reaction product. The product is: [CH3:34][N:25]1[C:26]([C:30]([F:32])([F:31])[F:33])=[CH:27][C:28](=[O:29])[N:23]([C:20]2[CH:21]=[CH:22][C:17]3[S:16][N:15]=[C:14]([C:13]([OH:47])=[O:12])[C:18]=3[CH:19]=2)[C:24]1=[O:35]. (9) Given the reactants N[C@@H](C1C=CC(N[S:11]([CH3:14])(=[O:13])=[O:12])=C(C)C=1)C.[CH3:16][O:17][C:18]1[CH:19]=[C:20]2[C:25](=[CH:26][CH:27]=1)[CH:24]=[C:23]([C:28]([OH:30])=O)[CH:22]=[CH:21]2.Cl.C[N:33](C)[CH2:34][CH2:35][CH2:36][N:37]=C=NCC.O.ON1[C:49]2[CH:50]=[CH:51]C=[CH:53][C:48]=2N=N1.[CH:54](N(CC)C(C)C)(C)C.C([O-])(O)=O.[Na+], predict the reaction product. The product is: [CH3:14][S:11]([C:49]1[CH:50]=[CH:51][C:35]([C@H:36]([NH:37][C:28]([C:23]2[CH:22]=[CH:21][C:20]3[C:25](=[CH:26][CH:27]=[C:18]([O:17][CH3:16])[CH:19]=3)[CH:24]=2)=[O:30])[CH3:54])=[C:34]([NH2:33])[C:48]=1[CH3:53])(=[O:13])=[O:12].